This data is from Catalyst prediction with 721,799 reactions and 888 catalyst types from USPTO. The task is: Predict which catalyst facilitates the given reaction. (1) Reactant: [Br:1][C:2]1[CH:7]=[CH:6][C:5](/[CH:8]=[CH:9]/[CH2:10][CH2:11][C:12]([OH:14])=[O:13])=[CH:4][C:3]=1[F:15]. Product: [Br:1][C:2]1[CH:7]=[CH:6][C:5]([CH2:8][CH2:9][CH2:10][CH2:11][C:12]([OH:14])=[O:13])=[CH:4][C:3]=1[F:15]. The catalyst class is: 41. (2) Reactant: O[CH2:2][C:3]1[CH:4]=[C:5]([CH:14]=[C:15]([O:17][CH2:18][CH:19]([CH3:21])[CH3:20])[CH:16]=1)[C:6]([NH:8][C:9]1[S:10][CH:11]=[CH:12][N:13]=1)=[O:7].P(OBr)(OBr)(O[Br:25])=O. Product: [Br:25][CH2:2][C:3]1[CH:4]=[C:5]([CH:14]=[C:15]([O:17][CH2:18][CH:19]([CH3:21])[CH3:20])[CH:16]=1)[C:6]([NH:8][C:9]1[S:10][CH:11]=[CH:12][N:13]=1)=[O:7]. The catalyst class is: 7.